Dataset: Forward reaction prediction with 1.9M reactions from USPTO patents (1976-2016). Task: Predict the product of the given reaction. (1) Given the reactants [Br:1][C:2]1[CH:14]=[N:13][C:5]2[NH:6][C:7](=O)[CH2:8][N:9]([CH3:11])[CH2:10][C:4]=2[CH:3]=1.CN1CC2C=CC=CC=2NCC1, predict the reaction product. The product is: [BrH:1].[Br:1][C:2]1[CH:14]=[N:13][C:5]2[NH:6][CH2:7][CH2:8][N:9]([CH3:11])[CH2:10][C:4]=2[CH:3]=1. (2) Given the reactants [CH3:1][C:2]1([CH3:13])[C:10]2[C:5](=[CH:6][CH:7]=[CH:8][CH:9]=2)[C:4](=[N:11]O)[CH2:3]1, predict the reaction product. The product is: [CH3:1][C:2]1([CH3:13])[C:10]2[C:5](=[CH:6][CH:7]=[CH:8][CH:9]=2)[CH:4]([NH2:11])[CH2:3]1. (3) Given the reactants [Cl:1][C:2]1[CH:7]=[C:6]([C:8]([F:11])([F:10])[F:9])[CH:5]=[CH:4][C:3]=1[NH:12]N.O.Cl.[NH:16]1[CH2:21][CH2:20][C:19](=O)[CH2:18][CH2:17]1, predict the reaction product. The product is: [Cl:1][C:2]1[C:3]2[NH:12][C:19]3[CH2:20][CH2:21][NH:16][CH2:17][C:18]=3[C:4]=2[CH:5]=[C:6]([C:8]([F:11])([F:10])[F:9])[CH:7]=1. (4) Given the reactants [F:8][C:7]([F:10])([F:9])[C:6](O[C:6](=[O:11])[C:7]([F:10])([F:9])[F:8])=[O:11].[CH:14]12[CH:21]([N:22]([CH3:30])[C:23](=[O:29])[O:24][C:25]([CH3:28])([CH3:27])[CH3:26])[CH:18]([CH2:19][CH2:20]1)[CH2:17][NH:16][CH2:15]2, predict the reaction product. The product is: [CH3:30][N:22]([CH:21]1[CH:14]2[CH2:20][CH2:19][CH:18]1[CH2:17][N:16]([C:6](=[O:11])[C:7]([F:8])([F:9])[F:10])[CH2:15]2)[C:23](=[O:29])[O:24][C:25]([CH3:28])([CH3:26])[CH3:27]. (5) Given the reactants [CH3:1][N:2]1[CH2:7][CH2:6][CH:5]([C:8]2[CH:18]=[CH:17][C:11]([C:12]([O:14]CC)=[O:13])=[CH:10][CH:9]=2)[CH2:4][CH2:3]1.[OH-].[Na+].Cl, predict the reaction product. The product is: [CH3:1][N:2]1[CH2:7][CH2:6][CH:5]([C:8]2[CH:18]=[CH:17][C:11]([C:12]([OH:14])=[O:13])=[CH:10][CH:9]=2)[CH2:4][CH2:3]1. (6) The product is: [Cl:1][C:2]1[CH:3]=[CH:4][C:5]2[N:6]([C:8]([C:11]([C:13]3[CH:14]=[CH:15][C:16]4[N:17]([CH:19]=[CH:20][N:21]=4)[CH:18]=3)([OH:12])[CH3:22])=[CH:9][N:10]=2)[N:7]=1. Given the reactants [Cl:1][C:2]1[CH:3]=[CH:4][C:5]2[N:6]([C:8]([C:11]([C:13]3[CH:14]=[CH:15][C:16]4[N:17]([CH:19]=[CH:20][N:21]=4)[CH:18]=3)=[O:12])=[CH:9][N:10]=2)[N:7]=1.[CH3:22][Mg]Br, predict the reaction product.